From a dataset of Forward reaction prediction with 1.9M reactions from USPTO patents (1976-2016). Predict the product of the given reaction. (1) The product is: [Br:1][C:2]1[N:6]2[CH2:7][CH2:8][N:9]([C:11]([O:13][C:14]([CH3:15])([CH3:16])[CH3:17])=[O:12])[CH2:10][C:5]2=[C:4]([C:18](=[O:20])[NH:25][C@@H:24]([CH2:26][CH:27]([CH3:29])[CH3:28])[C:23]([NH:22][CH3:21])=[O:30])[N:3]=1. Given the reactants [Br:1][C:2]1[N:6]2[CH2:7][CH2:8][N:9]([C:11]([O:13][C:14]([CH3:17])([CH3:16])[CH3:15])=[O:12])[CH2:10][C:5]2=[C:4]([C:18]([OH:20])=O)[N:3]=1.[CH3:21][NH:22][C:23](=[O:30])[C@H:24]([CH2:26][CH:27]([CH3:29])[CH3:28])[NH2:25].CCN(C(C)C)C(C)C.CN(C(ON1N=NC2C=CC=CC1=2)=[N+](C)C)C.[B-](F)(F)(F)F, predict the reaction product. (2) Given the reactants [CH3:1][N:2]1[C:8]2[CH:9]=[C:10](/[CH:13]=[CH:14]/[C:15]([O:17][CH3:18])=[O:16])[CH:11]=[CH:12][C:7]=2[C:6]([C:19]2[CH:24]=[CH:23][CH:22]=[CH:21][CH:20]=2)=[N:5][CH2:4][C:3]1=[O:25], predict the reaction product. The product is: [CH3:1][N:2]1[C:8]2[CH:9]=[C:10]([CH2:13][CH2:14][C:15]([O:17][CH3:18])=[O:16])[CH:11]=[CH:12][C:7]=2[C:6]([C:19]2[CH:24]=[CH:23][CH:22]=[CH:21][CH:20]=2)=[N:5][CH2:4][C:3]1=[O:25]. (3) Given the reactants [C:1]([C:3]1[CH:4]=[C:5]([CH:22]([CH3:24])[CH3:23])[C:6]2[O:10][C:9]([C:11]3[CH:20]=[CH:19][C:14]([C:15]([O:17]C)=[O:16])=[CH:13][CH:12]=3)=[N:8][C:7]=2[CH:21]=1)#[N:2].O1CCCC1.CO.O.[OH-].[Li+], predict the reaction product. The product is: [C:1]([C:3]1[CH:4]=[C:5]([CH:22]([CH3:24])[CH3:23])[C:6]2[O:10][C:9]([C:11]3[CH:12]=[CH:13][C:14]([C:15]([OH:17])=[O:16])=[CH:19][CH:20]=3)=[N:8][C:7]=2[CH:21]=1)#[N:2]. (4) The product is: [F:8][C:6]1[CH:5]=[CH:4][C:3]([C:9]2[N:14]=[CH:13][N:12]=[C:11]([NH:15][C:16]3[CH:31]=[CH:30][CH:29]=[C:18]([CH2:19][S:20]([CH3:22])(=[NH:23])=[O:21])[CH:17]=3)[N:10]=2)=[C:2]([O:35][CH2:34][C:33]([CH3:36])=[CH2:32])[CH:7]=1. Given the reactants F[C:2]1[CH:7]=[C:6]([F:8])[CH:5]=[CH:4][C:3]=1[C:9]1[N:14]=[CH:13][N:12]=[C:11]([NH:15][C:16]2[CH:17]=[C:18]([CH:29]=[CH:30][CH:31]=2)[CH2:19][S:20](=[N:23]C(=O)OCC)([CH3:22])=[O:21])[N:10]=1.[CH3:32][C:33](=[CH2:36])[CH2:34][OH:35], predict the reaction product. (5) The product is: [N:23]1([CH2:22][CH2:21][N:11]2[C:12]3[C:7](=[CH:6][CH:5]=[C:4]([N+:1]([O-:3])=[O:2])[CH:13]=3)[CH2:8][CH2:9][CH2:10]2)[CH2:28][CH2:27][O:26][CH2:25][CH2:24]1. Given the reactants [N+:1]([C:4]1[CH:13]=[C:12]2[C:7]([CH2:8][CH2:9][CH2:10][NH:11]2)=[CH:6][CH:5]=1)([O-:3])=[O:2].C(=O)([O-])[O-].[K+].[K+].I[CH2:21][CH2:22][N:23]1[CH2:28][CH2:27][O:26][CH2:25][CH2:24]1, predict the reaction product. (6) Given the reactants [CH3:1][C:2]1[CH:10]=[C:9]([B:11]2[O:15][C:14]([CH3:17])([CH3:16])[C:13]([CH3:19])([CH3:18])[O:12]2)[CH:8]=[CH:7][C:3]=1[C:4](O)=[O:5].[CH2:20]([NH2:22])[CH3:21].C(P1(=O)OP(=O)(CCC)OP(=O)(CCC)O1)CC, predict the reaction product. The product is: [CH2:20]([NH:22][C:4](=[O:5])[C:3]1[CH:7]=[CH:8][C:9]([B:11]2[O:12][C:13]([CH3:19])([CH3:18])[C:14]([CH3:16])([CH3:17])[O:15]2)=[CH:10][C:2]=1[CH3:1])[CH3:21]. (7) Given the reactants CS(O[CH:6]1[CH2:11][CH2:10][N:9]([C:12]([O:14][C:15]([CH3:18])([CH3:17])[CH3:16])=[O:13])[CH2:8][CH2:7]1)(=O)=O.C([O-])([O-])=O.[K+].[K+].[F:25][C:26]1[CH:27]=[C:28]([SH:32])[CH:29]=[CH:30][CH:31]=1, predict the reaction product. The product is: [F:25][C:26]1[CH:27]=[C:28]([S:32][CH:6]2[CH2:7][CH2:8][N:9]([C:12]([O:14][C:15]([CH3:16])([CH3:17])[CH3:18])=[O:13])[CH2:10][CH2:11]2)[CH:29]=[CH:30][CH:31]=1.